From a dataset of Full USPTO retrosynthesis dataset with 1.9M reactions from patents (1976-2016). Predict the reactants needed to synthesize the given product. Given the product [F:12][C:11]([F:14])([F:13])[C:10]([N:1]1[CH2:6][CH2:5][NH:4][CH2:3][CH2:2]1)=[O:9], predict the reactants needed to synthesize it. The reactants are: [NH:1]1[CH2:6][CH2:5][NH:4][CH2:3][CH2:2]1.C([O:9][C:10](=O)[C:11]([F:14])([F:13])[F:12])C.